This data is from Forward reaction prediction with 1.9M reactions from USPTO patents (1976-2016). The task is: Predict the product of the given reaction. (1) Given the reactants [C:1]([C:3]1[CH:8]=[CH:7][C:6]([CH:9]2[C:14]([C:15]([O:17]CC=C)=[O:16])=[C:13]([CH3:21])[N:12]([C:22]3[CH:27]=[CH:26][CH:25]=[C:24]([C:28]([F:31])([F:30])[F:29])[CH:23]=3)[C:11](=[O:32])[NH:10]2)=[C:5]([S:33]([C:36]2[CH:41]=[CH:40][CH:39]=[CH:38][CH:37]=2)(=[O:35])=[O:34])[CH:4]=1)#[N:2].N1CCOCC1, predict the reaction product. The product is: [C:1]([C:3]1[CH:8]=[CH:7][C:6]([CH:9]2[C:14]([C:15]([OH:17])=[O:16])=[C:13]([CH3:21])[N:12]([C:22]3[CH:27]=[CH:26][CH:25]=[C:24]([C:28]([F:29])([F:31])[F:30])[CH:23]=3)[C:11](=[O:32])[NH:10]2)=[C:5]([S:33]([C:36]2[CH:41]=[CH:40][CH:39]=[CH:38][CH:37]=2)(=[O:34])=[O:35])[CH:4]=1)#[N:2]. (2) Given the reactants [CH3:1][S:2](Cl)(=[O:4])=[O:3].[OH:6][CH:7]1[CH2:12][CH2:11][CH:10]([C:13]([O:15][CH3:16])=[O:14])[C:9]([CH3:18])([CH3:17])[CH2:8]1.C(N(CC)CC)C, predict the reaction product. The product is: [CH3:17][C:9]1([CH3:18])[CH2:8][CH:7]([O:6][S:2]([CH3:1])(=[O:4])=[O:3])[CH2:12][CH2:11][CH:10]1[C:13]([O:15][CH3:16])=[O:14].